From a dataset of Full USPTO retrosynthesis dataset with 1.9M reactions from patents (1976-2016). Predict the reactants needed to synthesize the given product. (1) Given the product [F:1][C:2]([F:13])([F:12])[C:3]([OH:5])=[O:4].[F:10][C:7]([F:8])([F:9])[C:6]([N:25]1[CH2:26][C:27]2([CH2:32][CH2:31][NH:30][CH2:29][CH2:28]2)[O:22][CH2:23][CH2:24]1)=[O:11], predict the reactants needed to synthesize it. The reactants are: [F:1][C:2]([F:13])([F:12])[C:3]([O:5][C:6](=[O:11])[C:7]([F:10])([F:9])[F:8])=[O:4].C(N(CC)CC)C.Cl.[O:22]1[C:27]2([CH2:32][CH2:31][N:30](C(OC(C)(C)C)=O)[CH2:29][CH2:28]2)[CH2:26][NH:25][CH2:24][CH2:23]1.O. (2) Given the product [CH2:15]([N:18]1[C:26]2[CH:25]=[CH:24][C:23]([C:27]([N:29]3[CH2:34][CH2:33][CH:32]([CH3:35])[CH2:31][CH2:30]3)=[O:28])=[CH:22][C:21]=2[C:20]2[CH2:36][N:37]([CH:4]3[CH2:5][CH2:6][O:1][CH2:2][CH2:3]3)[CH2:38][CH2:39][C:19]1=2)[CH:16]=[CH2:17], predict the reactants needed to synthesize it. The reactants are: [O:1]1[CH2:6][CH2:5][C:4](=O)[CH2:3][CH2:2]1.OC(C(F)(F)F)=O.[CH2:15]([N:18]1[C:26]2[CH:25]=[CH:24][C:23]([C:27]([N:29]3[CH2:34][CH2:33][CH:32]([CH3:35])[CH2:31][CH2:30]3)=[O:28])=[CH:22][C:21]=2[C:20]2[CH2:36][NH:37][CH2:38][CH2:39][C:19]1=2)[CH:16]=[CH2:17]. (3) Given the product [CH2:1]([N:8]1[CH2:16][C@H:15]2[C@:10]([CH3:22])([CH2:11][CH2:12][C:13]3[C:20]([CH:31]=[CH2:32])=[CH:19][CH:18]=[CH:17][C:14]=32)[CH2:9]1)[C:2]1[CH:7]=[CH:6][CH:5]=[CH:4][CH:3]=1, predict the reactants needed to synthesize it. The reactants are: [CH2:1]([N:8]1[CH2:16][C@H:15]2[C@:10]([CH3:22])([CH2:11][CH2:12][C:13]3[C:20](Br)=[CH:19][CH:18]=[CH:17][C:14]=32)[CH2:9]1)[C:2]1[CH:7]=[CH:6][CH:5]=[CH:4][CH:3]=1.C(=O)([O-])[O-].[Na+].[Na+].CO[CH2:31][CH2:32]OC. (4) Given the product [C:1]([O:5][C:6](=[O:9])[CH2:7]/[N:8]=[CH:19]/[CH2:18][C:17]([CH3:23])([CH3:21])[CH2:16][O:15][CH3:27])([CH3:4])([CH3:3])[CH3:2], predict the reactants needed to synthesize it. The reactants are: [C:1]([O:5][C:6](=[O:9])[CH2:7][NH2:8])([CH3:4])([CH3:3])[CH3:2].C([SiH2][O:15][C:16](C)(C)[C:17]([CH2:23]C)([CH2:21]C)[CH2:18][CH:19]=O)(C)(C)C.[CH2:27](Cl)Cl.